This data is from Human Reference Interactome with 51,813 positive PPI pairs across 8,248 proteins, plus equal number of experimentally-validated negative pairs. The task is: Binary Classification. Given two protein amino acid sequences, predict whether they physically interact or not. (1) Protein 1 (ENSG00000035403) has sequence MPVFHTRTIESILEPVAQQISHLVIMHEEGEVDGKAIPDLTAPVAAVQAAVSNLVRVGKETVQTTEDQILKRDMPPAFIKVENACTKLVQAAQMLQSDPYSVPARDYLIDGSRGILSGTSDLLLTFDEAEVRKIIRVCKGILEYLTVAEVVETMEDLVTYTKNLGPGMTKMAKMIDERQQELTHQEHRVMLVNSMNTVKELLPVLISAMKIFVTTKNSKNQGIEEALKNRNFTVEKMSAEINEIIRVLQLTSWDEDAWASKDTEAMKRALASIDSKLNQAKGWLRDPSASPGDAGEQAIR.... Protein 2 (ENSG00000186462) has sequence MAESENRKELSESSQEEAGNQIMVEGLGEHLERGEDAAAGLGDDGKCGEEAAAGLGEEGENGEDTAAGSGEDGKKGGDTDEDSEADRPKGLIGYVLDTDFVESLPVKVKYRVLALKKLQTRAANLESKFLREFHDIERKFAEMYQPLLEKRRQIINAIYEPTEEECEYKSDSEDCDDEEMCHEEMYGNEEGMVHEYVDEDDGYEDYYYDYAVEEEEEEEEEDDIEATGEENKEEEDPKGIPDFWLTVLKNVDTLTPLIKKYDEPILKLLTDIKVKLSDPGEPLSFTLEFHFKPNEYFKNE.... Result: 0 (the proteins do not interact). (2) Protein 1 (ENSG00000167618) has sequence MSPHLTALLGLVLCLAQTIHTQEGALPRPSISAEPGTVISPGSHVTFMCRGPVGVQTFRLEREDRAKYKDSYNVFRLGPSESEARFHIDSVSEGNAGLYRCLYYKPPGWSEHSDFLELLVKESSGGPDSPDTEPGSSAGTVPGTEASGFDAP*MSPHLTALLGLVLCLAQTIHTQEGALPRPSISAEPGTVISPGSHVTFMCRGPVGVQTFRLEREDRAKYKDSYNVFRLGPSESEARFHIDSVSEGNAGLYRCLYYKPPGWSEHSDFLELLVKGTVPGTEASGFDAP*MEREMVLCLAQ.... Protein 2 (ENSG00000143816) has sequence MLDGSPLARWLAAAFGLTLLLAALRPSAAYFGLTGSEPLTILPLTLEPEAAAQAHYKACDRLKLERKQRRMCRRDPGVAETLVEAVSMSALECQFQFRFERWNCTLEGRYRASLLKRGFKETAFLYAISSAGLTHALAKACSAGRMERCTCDEAPDLENREAWQWGGCGDNLKYSSKFVKEFLGRRSSKDLRARVDFHNNLVGVKVIKAGVETTCKCHGVSGSCTVRTCWRQLAPFHEVGKHLKHKYETALKVGSTTNEAAGEAGAISPPRGRASGAGGSDPLPRTPELVHLDDSPSFCL.... Result: 0 (the proteins do not interact). (3) Result: 0 (the proteins do not interact). Protein 1 (ENSG00000101849) has sequence MSITSDEVNFLVYRYLQESGFSHSAFTFGIESHISQSNINGTLVPMSITSDEVNFLVYRYLQESGFSHSAFTFGIESHISQSNINGTLVPPAALISILQKGLQYVEAEISINEDGTVFDGRPIESLSLIDAVMPDVVQTRQQAFREKLAQQQASAAAAAAAATAAATAATTTSAGVSHQNPSKNREATVNGEENRAHSVNNHAKPMEIDGEVEIPSSKATVLRGHESEVFICAWNPVSDLLASGSGDSTARIWNLNENSNGGSTQLVLRHCIREGGHDVPSNKDVTSLDWNTNGTLLATG.... Protein 2 (ENSG00000162999) has sequence MYSLNQEIKAFSRNNLRKQCTRVTTLTGKKIIETWKDARIHVVEEVEPSSGGGCGYVQDLSSDLQVGVIKPWLLLGSQDAAHDLDTLKKNKDGVVLVHCNAGVSRAAAIVIGFLMNSEQTSFTSAFSLVKNARPSICPNSGFMEQLRTYQEGKESNKCDRIQENSS*MYSLNQEIKAFSRNNLRKQCTRVTTLTGKKIIETWKDARIHVVEEVEPSSGGGCGYVQDLSSDLQVGVIKPWLLLGSQDAAHDLDTLKKNKVTHILNVAYGVENAFLSDFTYKSISILDLPETNILSYFPECF.... (4) Result: 1 (the proteins interact). Protein 2 (ENSG00000116141) has sequence MSARTPLPTVNERDTENHTSVDGYTEPHIQPTKSSSRQNIPRCRNSITSATDEQPHIGNYRLQKTIGKGNFAKVKLARHVLTGREVAVKIIDKTQLNPTSLQKLFREVRIMKILNHPNIVKLFEVIETEKTLYLVMEYASGGEVFDYLVAHGRMKEKEARAKFRQIVSAVQYCHQKYIVHRDLKAENLLLDGDMNIKIADFGFSNEFTVGNKLDTFCGSPPYAAPELFQGKKYDGPEVDVWSLGVILYTLVSGSLPFDGQNLKELRERVLRGKYRIPFYMSTDCENLLKKLLVLNPIKRG.... Protein 1 (ENSG00000015153) has sequence MGDKKSPTRPKRQPKPSSDEGYWDCSVCTFRNSAEAFKCMMCDVRKGTSTRSTLFEVIVSASRTKEPLKFPISGRKPRPVSQLVAQQVTQQFVPPTQSKKEKKDKVEKEKSEKETTSKKNSHKKTRPRLKNVDRSSAQHLEVTVGDLTVIITDFKEKTKSPPASSAASADQHSQSGSSSDNTERGMSRSSSPRGEASSLNGESH*MGDKKSPTRKPRPVSQLVAQQVTQQFVPPTQSKKEKKDKVEKEKSEKETTSKKNSHKKTRPRLKNVDRSSAQHLEVTVGDLTVIITDFKEKTKSP.... (5) Protein 1 (ENSG00000168002) has sequence MFYHISLEHEILLHPRYFGPNLLNTVKQKLFTEVEGTCTGKYGFVIAVTTIDNIGAGVIQPGRGFVLYPVKYKAIVFRPFKGEVVDAVVTQVNKVGLFTEIGPMSCFISRHSIPSEMEFDPNSNPPCYKTMDEDIVIQQDDEIRLKIVGTRVDKNDIFAIGSLMDDYLGLVS*MFYHISLEHEILLHPRYFGPNLLNTVKQKLFTEVEGTCTGKIKTVWGRPENLHFKKMILRHPED*MFYHISLEHEILLHPRYFGPNLLNTVKQKLFTEVEGTCTGK*ISLEHEILLHPRYFGPNLLN.... Protein 2 (ENSG00000204264) has sequence MLIGTPTPRDTTPSSWLTSSLLVEAAPLDDTTLPTPVSSGCPGLEPTEFFQSLGGDGERNVQIEMAHGTTTLAFKFQHGVIAAVDSRASAGSYISALRVNKVIEINPYLLGTMSGCAADCQYWERLLAKECRLYYLRNGERISVSAASKLLSNMMCQYRGMGLSMGSMICGWDKKGPGLYYVDEHGTRLSGNMFSTGSGNTYAYGVMDSGYRPNLSPEEAYDLGRRAIAYATHRDSYSGGVVNMYHMKEDGWVKVESTDVSDLLHQYREANQ*MALLDVCGAPRGQRPESALPVAGSGRR.... Result: 1 (the proteins interact). (6) Protein 1 (ENSG00000134030) has sequence MENSSAASASSEAGSSRSQEIEELERFIDSYVLEYQVQGLLADKTEGDGESERTQSHISQWTADCSEPLDSSCSFSRGRAPPQQNGSKDNSLDMLGTDIWAANTFDSFSGATWDLQPEKLDFTQFHRKVRHTPKQPLPHIDREGCGKGKLEDGDGINLNDIEKVLPAWQGYHPMPHEVEIAHTKKLFRRRRNDRRRQQRPPGGNKPQQHGDHQPGSAKHNRDHQKSYQGGSAPHPSGRPTHHGYSQNRRWHHGNMKHPPGDKGEAGAHRNAKETMTIENPKLEDTAGDTGHSSLEAPRSP.... Protein 2 (ENSG00000109511) has sequence MFCGDYVQGTIFPAPNFNPIMDAQMLGGALQGFDCDKDMLINILTQRCNAQRMMIAEAYQSMYGRDLIGDMREQLSDHFKDVMAGLMYPPPLYDAHELWHAMKGVGTDENCLIEILASRTNGEIFQMREAYCLQYSNNLQEDIYSETSGHFRDTLMNLVQGTREEGYTDPAMAAQDAMVLWEACQQKTGEHKTMLQMILCNKSYQQLRLVFQEFQNISGQDMVDAINECYDGYFQELLVAIVLCVRDKPAYFAYRLYSAIHDFGFHNKTVIRILIARSEIDLLTIRKRYKERYGKSLFHD.... Result: 0 (the proteins do not interact).